From a dataset of Full USPTO retrosynthesis dataset with 1.9M reactions from patents (1976-2016). Predict the reactants needed to synthesize the given product. (1) Given the product [NH2:35][C:32]1[N:33]=[CH:34][C:29]([C:9]2[CH:10]=[N:11][N:12]([CH:14]3[CH2:15][CH2:16][N:17]([C:20]([O:22][C:23]([CH3:24])([CH3:25])[CH3:26])=[O:21])[CH2:18][CH2:19]3)[CH:13]=2)=[CH:30][C:31]=1[C:36]1[O:37][C:38]2[C:39]([N:45]=1)=[N:40][CH:41]=[C:42]([F:44])[CH:43]=2, predict the reactants needed to synthesize it. The reactants are: CC1(C)C(C)(C)OB([C:9]2[CH:10]=[N:11][N:12]([CH:14]3[CH2:19][CH2:18][N:17]([C:20]([O:22][C:23]([CH3:26])([CH3:25])[CH3:24])=[O:21])[CH2:16][CH2:15]3)[CH:13]=2)O1.Br[C:29]1[CH:30]=[C:31]([C:36]2[O:37][C:38]3[C:39]([N:45]=2)=[N:40][CH:41]=[C:42]([F:44])[CH:43]=3)[C:32]([NH2:35])=[N:33][CH:34]=1.[F-].[Cs+]. (2) Given the product [Cl:1][C:2]1[CH:3]=[C:4]([C:8]2[CH:13]=[CH:12][C:11]([CH2:14][C@@H:15]([NH:24][C:25]([C:27]3[O:31][C:30]([CH2:32][CH3:33])=[N:29][CH:28]=3)=[O:26])[CH2:16][C@H:17]([CH3:23])[C:18]([OH:20])=[O:19])=[CH:10][CH:9]=2)[CH:5]=[CH:6][CH:7]=1, predict the reactants needed to synthesize it. The reactants are: [Cl:1][C:2]1[CH:3]=[C:4]([C:8]2[CH:13]=[CH:12][C:11]([CH2:14][C@@H:15]([NH:24][C:25]([C:27]3[O:31][C:30]([CH2:32][CH3:33])=[N:29][CH:28]=3)=[O:26])[CH2:16][CH:17]([CH3:23])[C:18]([O:20]CC)=[O:19])=[CH:10][CH:9]=2)[CH:5]=[CH:6][CH:7]=1.[OH-].[Na+]. (3) Given the product [BrH:14].[Br:14][CH:11]([C:7]1[CH:6]=[C:5]2[C:10](=[CH:9][CH:8]=1)[N:1]=[CH:2][CH:3]=[CH:4]2)[CH3:12], predict the reactants needed to synthesize it. The reactants are: [N:1]1[C:10]2[C:5](=[CH:6][C:7]([CH:11](O)[CH3:12])=[CH:8][CH:9]=2)[CH:4]=[CH:3][CH:2]=1.[BrH:14]. (4) Given the product [CH:1]1([CH2:7][NH:8][C:9]([C:11]2[C:12]([C:18]([F:21])([F:20])[F:19])=[N:13][C:14]([NH:29][C:26]3[CH:27]=[CH:28][C:23]([Cl:22])=[C:24]([O:30][CH3:31])[CH:25]=3)=[N:15][CH:16]=2)=[O:10])[CH2:6][CH2:5][CH2:4][CH2:3][CH2:2]1, predict the reactants needed to synthesize it. The reactants are: [CH:1]1([CH2:7][NH:8][C:9]([C:11]2[C:12]([C:18]([F:21])([F:20])[F:19])=[N:13][C:14](Cl)=[N:15][CH:16]=2)=[O:10])[CH2:6][CH2:5][CH2:4][CH2:3][CH2:2]1.[Cl:22][C:23]1[CH:28]=[CH:27][C:26]([NH2:29])=[CH:25][C:24]=1[O:30][CH3:31]. (5) Given the product [C:20]1([N:19]2[C:14]3=[N:15][CH:16]=[CH:17][CH:18]=[C:13]3[N:12]=[C:11]2[C@@H:8]([NH2:7])[CH2:9][CH3:10])[CH:21]=[CH:22][CH:23]=[CH:24][CH:25]=1, predict the reactants needed to synthesize it. The reactants are: C(OC(=O)[NH:7][C@H:8]([C:11]1[N:19]([C:20]2[CH:25]=[CH:24][CH:23]=[CH:22][CH:21]=2)[C:14]2=[N:15][CH:16]=[CH:17][CH:18]=[C:13]2[N:12]=1)[CH2:9][CH3:10])(C)(C)C.C(O)(C(F)(F)F)=O. (6) Given the product [CH:18]1([N:21]2[C:30]3[C:25](=[C:26]([NH:12][C:11]4[CH:13]=[CH:14][C:15]([I:17])=[CH:16][C:10]=4[F:9])[CH:27]=[C:28]([F:31])[CH:29]=3)[C:24](=[O:33])[C:23]([OH:34])=[C:22]2[CH3:35])[CH2:20][CH2:19]1, predict the reactants needed to synthesize it. The reactants are: [Li+].CC([N-]C(C)C)C.[F:9][C:10]1[CH:16]=[C:15]([I:17])[CH:14]=[CH:13][C:11]=1[NH2:12].[CH:18]1([N:21]2[C:30]3[C:25](=[C:26](F)[CH:27]=[C:28]([F:31])[CH:29]=3)[C:24](=[O:33])[C:23]([OH:34])=[C:22]2[CH3:35])[CH2:20][CH2:19]1. (7) Given the product [ClH:21].[Br:13][C:14]1[CH:15]=[N:16][CH:17]=[C:18]([F:20])[C:19]=1[Cl:29], predict the reactants needed to synthesize it. The reactants are: C(NC(C)C)(C)C.C([Li])CCC.[Br:13][C:14]1[CH:15]=[N:16][CH:17]=[C:18]([F:20])[CH:19]=1.[Cl:21]C(Cl)(Cl)C(Cl)(Cl)Cl.[ClH:29]. (8) Given the product [NH2:11][C:9]1[S:10][C:6]([C:4]([C:3]2[CH:16]=[CH:17][CH:18]=[CH:19][C:2]=2[Cl:1])=[O:5])=[CH:7][N:8]=1.[Cl:1][C:2]1[CH:19]=[CH:18][CH:17]=[CH:16][C:3]=1[C:4](=[O:5])[CH3:6], predict the reactants needed to synthesize it. The reactants are: [Cl:1][C:2]1[CH:19]=[CH:18][CH:17]=[CH:16][C:3]=1[C:4]([C:6]1[S:10][C:9]([N:11]=CN(C)C)=[N:8][CH:7]=1)=[O:5]. (9) Given the product [CH3:33][C:31]1([CH3:34])[C:30]([CH3:35])([CH3:36])[O:29][B:28]([C:25]2[CH:24]=[CH:23][C:22]([CH2:21][O:13][C:11]3[C:10]4[C:5](=[C:6]([C:14]([F:15])([F:16])[F:17])[CH:7]=[CH:8][CH:9]=4)[N:4]=[C:3]([C:2]([F:18])([F:1])[F:19])[CH:12]=3)=[CH:27][CH:26]=2)[O:32]1, predict the reactants needed to synthesize it. The reactants are: [F:1][C:2]([F:19])([F:18])[C:3]1[CH:12]=[C:11]([OH:13])[C:10]2[C:5](=[C:6]([C:14]([F:17])([F:16])[F:15])[CH:7]=[CH:8][CH:9]=2)[N:4]=1.Br[CH2:21][C:22]1[CH:27]=[CH:26][C:25]([B:28]2[O:32][C:31]([CH3:34])([CH3:33])[C:30]([CH3:36])([CH3:35])[O:29]2)=[CH:24][CH:23]=1.C([O-])([O-])=O.[K+].[K+].O. (10) The reactants are: Cl.[F:2][C:3]1[CH:8]=[CH:7][C:6]([CH2:9][NH2:10])=[CH:5][C:4]=1[N+:11]([O-:13])=[O:12].[F:14][C:15]([F:23])([F:22])[C:16]1([C:19](O)=[O:20])[CH2:18][CH2:17]1.CN(C(ON1N=NC2C=CC=CC1=2)=[N+](C)C)C.F[P-](F)(F)(F)(F)F. Given the product [F:2][C:3]1[CH:8]=[CH:7][C:6]([CH2:9][NH:10][C:19]([C:16]2([C:15]([F:23])([F:22])[F:14])[CH2:18][CH2:17]2)=[O:20])=[CH:5][C:4]=1[N+:11]([O-:13])=[O:12], predict the reactants needed to synthesize it.